Dataset: Reaction yield outcomes from USPTO patents with 853,638 reactions. Task: Predict the reaction yield, written as a fraction of the theoretical maximum amount of product (1.0 means a 100% yield; for example, 0.34 means a 34% yield). (1) The reactants are [Cl:1][C:2]1[CH:7]=[C:6]([N+:8]([O-])=O)[CH:5]=[CH:4][C:3]=1[OH:11].[CH2:12](Br)[C:13]1[CH:18]=[CH:17][CH:16]=[CH:15][CH:14]=1.C([O-])([O-])=O.[K+].[K+]. The catalyst is CN(C=O)C. The product is [Cl:1][C:2]1[CH:7]=[C:6]([CH:5]=[CH:4][C:3]=1[O:11][CH2:12][C:13]1[CH:18]=[CH:17][CH:16]=[CH:15][CH:14]=1)[NH2:8]. The yield is 0.730. (2) The reactants are CCN(CC)CC.[CH3:8][S:9](Cl)(=[O:11])=[O:10].[CH3:13][O:14][C:15]([C:17]1[CH:27]=[C:26]([O:28][CH:29]2[CH2:32][NH:31][CH2:30]2)[C:20]2[CH2:21][C:22]([CH3:25])([CH3:24])[O:23][C:19]=2[CH:18]=1)=[O:16]. The catalyst is C(Cl)Cl. The product is [CH3:13][O:14][C:15]([C:17]1[CH:27]=[C:26]([O:28][CH:29]2[CH2:30][N:31]([S:9]([CH3:8])(=[O:11])=[O:10])[CH2:32]2)[C:20]2[CH2:21][C:22]([CH3:25])([CH3:24])[O:23][C:19]=2[CH:18]=1)=[O:16]. The yield is 0.570. (3) The reactants are [ClH:1].[O:2]=[C:3]1[CH2:8][CH2:7][CH:6]([NH:9]C(=O)OC(C)(C)C)[CH2:5][CH2:4]1. The catalyst is O1CCOCC1. The product is [ClH:1].[NH2:9][CH:6]1[CH2:7][CH2:8][C:3](=[O:2])[CH2:4][CH2:5]1. The yield is 1.00. (4) The reactants are Cl[C:2]1[C:7]([C:8]([O:10]CC)=O)=[CH:6][N:5]=[C:4]([Cl:13])[CH:3]=1.[CH:14]([NH2:17])([CH3:16])[CH3:15]. No catalyst specified. The product is [Cl:13][C:4]1[CH:3]=[C:2]([NH:17][CH:14]([CH3:16])[CH3:15])[C:7]([CH:8]=[O:10])=[CH:6][N:5]=1. The yield is 0.810.